This data is from Full USPTO retrosynthesis dataset with 1.9M reactions from patents (1976-2016). The task is: Predict the reactants needed to synthesize the given product. (1) Given the product [OH:24][CH2:25][C:26]1[CH:31]=[CH:30][N:29]2[N:32]=[C:33]([CH3:52])[C:34]([C:35]3[C:36](=[O:51])[NH:37][C:38](=[O:50])[C:39]=3[C:40]3[C:48]4[C:43](=[C:44]([CH3:49])[CH:45]=[CH:46][CH:47]=4)[NH:42][CH:41]=3)=[C:28]2[CH:27]=1, predict the reactants needed to synthesize it. The reactants are: CCCC[N+](CCCC)(CCCC)CCCC.[F-].C([SiH2][O:24][C:25](C1C=CC=CC=1)(C1C=CC=CC=1)[C:26]1[CH:31]=[CH:30][N:29]2[N:32]=[C:33]([CH3:52])[C:34]([C:35]3[C:36](=[O:51])[NH:37][C:38](=[O:50])[C:39]=3[C:40]3[C:48]4[C:43](=[C:44]([CH3:49])[CH:45]=[CH:46][CH:47]=4)[NH:42][CH:41]=3)=[C:28]2[CH:27]=1)(C)(C)C. (2) Given the product [Cl:37][C:35]1[CH:34]=[CH:33][C:31]2[N:32]=[C:28]([NH:1][C:2]3[CH:7]=[CH:6][C:5]([C:8]4[CH:13]=[CH:12][C:11]([C:14](=[O:26])[CH2:15][CH:16]([CH2:21][CH2:22][N:23]([CH3:24])[CH3:25])[C:17]([OH:19])=[O:18])=[CH:10][CH:9]=4)=[CH:4][CH:3]=3)[S:29][C:30]=2[CH:36]=1, predict the reactants needed to synthesize it. The reactants are: [NH2:1][C:2]1[CH:7]=[CH:6][C:5]([C:8]2[CH:13]=[CH:12][C:11]([C:14](=[O:26])[CH2:15][CH:16]([CH2:21][CH2:22][N:23]([CH3:25])[CH3:24])[C:17]([O:19]C)=[O:18])=[CH:10][CH:9]=2)=[CH:4][CH:3]=1.Cl[C:28]1[S:29][C:30]2[CH:36]=[C:35]([Cl:37])[CH:34]=[CH:33][C:31]=2[N:32]=1.S1C2C=CC=CC=2N=C1NC1C=CC(C2C=CC(C(=O)CC(C)(C)C(O)=O)=CC=2)=CC=1.FC(F)(F)C([O-])=O. (3) Given the product [N:29]([C@H:2]1[CH2:6][N:5]([C:7]([O:9][C:10]([CH3:13])([CH3:12])[CH3:11])=[O:8])[C@@H:4]([CH2:14][O:15][C:16]2[CH:21]=[CH:20][C:19]([O:22][CH3:23])=[CH:18][CH:17]=2)[CH2:3]1)=[N+:30]=[N-:31], predict the reactants needed to synthesize it. The reactants are: O[C@@H:2]1[CH2:6][N:5]([C:7]([O:9][C:10]([CH3:13])([CH3:12])[CH3:11])=[O:8])[C@@H:4]([CH2:14][O:15][C:16]2[CH:21]=[CH:20][C:19]([O:22][CH3:23])=[CH:18][CH:17]=2)[CH2:3]1.S(Cl)(C)(=O)=O.[N-:29]=[N+:30]=[N-:31].C([N+](CCCC)(CCCC)CCCC)CCC. (4) Given the product [Cl:17][C:18]1[CH:23]=[CH:22][C:5]([CH:4]([N:2]([CH3:3])[CH3:1])[CH:7]2[CH2:16][CH2:15][C:10]3([O:14][CH2:13][CH2:12][O:11]3)[CH2:9][CH2:8]2)=[CH:20][CH:19]=1, predict the reactants needed to synthesize it. The reactants are: [CH3:1][N:2]([CH:4]([CH:7]1[CH2:16][CH2:15][C:10]2([O:14][CH2:13][CH2:12][O:11]2)[CH2:9][CH2:8]1)[C:5]#N)[CH3:3].[Cl:17][C:18]1[CH:23]=[CH:22]C([Mg]Br)=[CH:20][CH:19]=1.[Cl-].[NH4+].O.